Dataset: Forward reaction prediction with 1.9M reactions from USPTO patents (1976-2016). Task: Predict the product of the given reaction. (1) Given the reactants [C:1]([C:3]1[CH:4]=[C:5]([C:19]2[CH:24]=[CH:23][CH:22]=[CH:21][C:20]=2[O:25][CH3:26])[CH:6]=[CH:7][C:8]=1[NH:9][C:10]1[CH:18]=[CH:17][C:13]([C:14]([OH:16])=[O:15])=[CH:12][CH:11]=1)#[N:2].C(O)(=[O:29])C, predict the reaction product. The product is: [C:1]([C:3]1[CH:4]=[C:5]([C:19]2[CH:24]=[CH:23][CH:22]=[CH:21][C:20]=2[O:25][CH3:26])[CH:6]=[C:7]2[C:8]=1[NH:9][C:10]1[CH:11]=[CH:12][C:13]([C:14]([OH:16])=[O:15])=[CH:17][C:18]2=1)(=[O:29])[NH2:2]. (2) Given the reactants [NH2:1][C:2]1[C:10]2[C:5](=[N:6][C:7]([N:17]3[CH2:22][CH2:21][N:20]([CH3:23])[CH2:19][CH2:18]3)=[C:8]3[CH2:14][O:13][C:12]([CH3:16])([CH3:15])[CH2:11][C:9]3=2)[S:4][C:3]=1[C:24]([NH2:26])=[O:25].O.[C:28]1(C)C=CC(S(O)(=O)=O)=CC=1, predict the reaction product. The product is: [CH3:15][C:12]1([CH3:16])[O:13][CH2:14][C:8]2=[C:7]([N:17]3[CH2:22][CH2:21][N:20]([CH3:23])[CH2:19][CH2:18]3)[N:6]=[C:5]3[S:4][C:3]4[C:24](=[O:25])[NH:26][CH:28]=[N:1][C:2]=4[C:10]3=[C:9]2[CH2:11]1. (3) The product is: [CH3:1][O:2][C:3](=[O:27])[CH:4]([C:9]1[CH:10]=[C:11]([C:16]2[CH:21]=[C:20]([C:22]([F:24])([F:23])[F:25])[CH:19]=[C:18]([F:26])[CH:17]=2)[CH:12]=[C:13]([O:15][C:31]2[CH:30]=[C:29]([F:28])[CH:34]=[C:33]([F:35])[CH:32]=2)[CH:14]=1)[CH2:5][CH:6]([CH3:8])[CH3:7]. Given the reactants [CH3:1][O:2][C:3](=[O:27])[CH:4]([C:9]1[CH:10]=[C:11]([C:16]2[CH:21]=[C:20]([C:22]([F:25])([F:24])[F:23])[CH:19]=[C:18]([F:26])[CH:17]=2)[CH:12]=[C:13]([OH:15])[CH:14]=1)[CH2:5][CH:6]([CH3:8])[CH3:7].[F:28][C:29]1[CH:30]=[C:31](B(O)O)[CH:32]=[C:33]([F:35])[CH:34]=1, predict the reaction product. (4) Given the reactants [CH3:1][O:2][C:3]1[CH:8]=[CH:7][C:6]([N+:9]([O-])=O)=[CH:5][C:4]=1[O:12][CH2:13][C:14]1[C:23]2[C:18](=[CH:19][CH:20]=[CH:21][CH:22]=2)[CH:17]=[CH:16][CH:15]=1.O.NN.[CH3:27]O, predict the reaction product. The product is: [CH3:1][O:2][C:3]1[CH:8]=[CH:7][C:6]([NH2:9])=[CH:5][C:4]=1[O:12][CH2:13][CH2:14][C:15]1[CH:16]=[CH:17][C:18]2[C:23](=[CH:22][CH:21]=[CH:20][CH:19]=2)[CH:27]=1. (5) Given the reactants [CH:1]([C:4]1[CH:9]=[CH:8][N:7]=[C:6]([C:10]#[N:11])[CH:5]=1)([CH3:3])[CH3:2].[H-].[H-].[H-].[H-].[Li+].[Al+3], predict the reaction product. The product is: [CH:1]([C:4]1[CH:9]=[CH:8][N:7]=[C:6]([CH2:10][NH2:11])[CH:5]=1)([CH3:3])[CH3:2]. (6) Given the reactants [CH3:1][O:2][C:3](=[O:25])[CH2:4][CH:5]1[C:9]2[CH:10]=[CH:11][C:12]([O:14][C@H:15]3[C:23]4[C:18](=[C:19](Br)[CH:20]=[CH:21][CH:22]=4)[CH2:17][CH2:16]3)=[CH:13][C:8]=2[O:7][CH2:6]1.[CH3:26][N:27]1[CH:32]=[CH:31][C:30](B(O)O)=[CH:29][C:28]1=[O:36], predict the reaction product. The product is: [CH3:1][O:2][C:3](=[O:25])[CH2:4][CH:5]1[C:9]2[CH:10]=[CH:11][C:12]([O:14][C@H:15]3[C:23]4[C:18](=[C:19]([C:30]5[CH:31]=[CH:32][N:27]([CH3:26])[C:28](=[O:36])[CH:29]=5)[CH:20]=[CH:21][CH:22]=4)[CH2:17][CH2:16]3)=[CH:13][C:8]=2[O:7][CH2:6]1. (7) Given the reactants [C:1]([NH:4][CH:5]([C:11]([O:13][CH2:14][CH3:15])=[O:12])[C:6]([O:8][CH2:9][CH3:10])=[O:7])(=[O:3])[CH3:2].[Na].[CH:17](=[O:26])[CH:18]=[CH:19][C:20]1[CH:25]=[CH:24][CH:23]=[CH:22][CH:21]=1.C(O)(=O)C, predict the reaction product. The product is: [C:1]([N:4]1[CH:17]([OH:26])[CH2:18][CH:19]([C:20]2[CH:25]=[CH:24][CH:23]=[CH:22][CH:21]=2)[C:5]1([C:11]([O:13][CH2:14][CH3:15])=[O:12])[C:6]([O:8][CH2:9][CH3:10])=[O:7])(=[O:3])[CH3:2]. (8) Given the reactants [OH:1][CH2:2][C:3](=[CH2:8])[C:4]([O:6][CH3:7])=[O:5].N12CCN(CC1)[CH2:11][CH2:10]2.[CH2:17](O)[CH:18]=[CH2:19], predict the reaction product. The product is: [CH2:19]([O:1][CH2:2][C:3](=[CH2:8])[C:4]([O:6][CH3:7])=[O:5])[CH:18]=[CH2:17].[OH:1][CH2:2][C:3](=[CH2:8])[C:4]([O:6][CH2:7][CH:10]=[CH2:11])=[O:5].[OH:1][CH2:2][C:3](=[CH2:8])[C:4]([O:6][CH3:7])=[O:5]. (9) The product is: [Cl:12][C:5]1[CH:4]=[C:3]([C:2]([F:1])([F:10])[F:11])[N:8]=[N:7][C:6]=1[NH2:9]. Given the reactants [F:1][C:2]([F:11])([F:10])[C:3]1[N:8]=[N:7][C:6]([NH2:9])=[CH:5][CH:4]=1.[Cl:12]N1C(=O)CCC1=O, predict the reaction product.